Dataset: Reaction yield outcomes from USPTO patents with 853,638 reactions. Task: Predict the reaction yield, written as a fraction of the theoretical maximum amount of product (1.0 means a 100% yield; for example, 0.34 means a 34% yield). (1) The yield is 0.920. The catalyst is N1C=CC=CC=1. The product is [Br:23][C:24]1[CH:29]=[C:28]([CH3:30])[C:27]([NH:31][C:32]([NH:1][C:2]2[CH:7]=[C:6]([F:8])[CH:5]=[CH:4][C:3]=2[C:9]([NH:11][C@@H:12]([CH:17]2[CH2:22][CH2:21][CH2:20][CH2:19][CH2:18]2)[C:13]([O:15][CH3:16])=[O:14])=[O:10])=[O:33])=[C:26]([CH3:34])[CH:25]=1. The reactants are [NH2:1][C:2]1[CH:7]=[C:6]([F:8])[CH:5]=[CH:4][C:3]=1[C:9]([NH:11][C@@H:12]([CH:17]1[CH2:22][CH2:21][CH2:20][CH2:19][CH2:18]1)[C:13]([O:15][CH3:16])=[O:14])=[O:10].[Br:23][C:24]1[CH:25]=[C:26]([CH3:34])[C:27]([N:31]=[C:32]=[O:33])=[C:28]([CH3:30])[CH:29]=1.CCCCCC.C(OCC)(=O)C. (2) The reactants are [NH2:1][C:2]1[N:3]=[CH:4][C:5]([C:21]2[CH2:22][CH2:23][N:24]([C:27](=[O:30])[CH2:28][CH3:29])[CH2:25][CH:26]=2)=[N:6][C:7]=1[C:8]1[O:9][C:10]([C:13]2[CH:18]=[CH:17][C:16]([CH2:19]Br)=[CH:15][CH:14]=2)=[N:11][N:12]=1.[CH3:31][NH2:32]. The catalyst is C1COCC1.CN(C=O)C. The product is [NH2:1][C:2]1[N:3]=[CH:4][C:5]([C:21]2[CH2:22][CH2:23][N:24]([C:27](=[O:30])[CH2:28][CH3:29])[CH2:25][CH:26]=2)=[N:6][C:7]=1[C:8]1[O:9][C:10]([C:13]2[CH:18]=[CH:17][C:16]([CH2:19][NH:32][CH3:31])=[CH:15][CH:14]=2)=[N:11][N:12]=1. The yield is 0.450. (3) The reactants are [CH3:1][C:2]([NH:9][CH2:10][C:11]1[CH:16]=[CH:15][CH:14]=[CH:13][CH:12]=1)([CH3:8])[CH2:3][C:4]([O:6][CH3:7])=[O:5].C(N(CC)C(C)C)(C)C.Cl[C:27](=[O:32])[C:28]([O:30][CH3:31])=[O:29]. The catalyst is C1COCC1.CCOC(C)=O. The product is [CH3:8][C:2]([N:9]([C:27](=[O:32])[C:28]([O:30][CH3:31])=[O:29])[CH2:10][C:11]1[CH:12]=[CH:13][CH:14]=[CH:15][CH:16]=1)([CH3:1])[CH2:3][C:4]([O:6][CH3:7])=[O:5]. The yield is 0.910. (4) The reactants are S(=O)(=O)(O)O.[CH2:6]([N:13]1[CH2:18][CH2:17][C:16](=[O:19])[CH2:15][CH2:14]1)[C:7]1[CH:12]=[CH:11][CH:10]=[CH:9][CH:8]=1.[N-:20]=[N+]=[N-].[Na+].[OH-].[Na+]. The catalyst is C(O)(=O)C. The product is [CH2:6]([N:13]1[CH2:18][CH2:17][C:16](=[O:19])[NH:20][CH2:15][CH2:14]1)[C:7]1[CH:12]=[CH:11][CH:10]=[CH:9][CH:8]=1. The yield is 0.470. (5) The reactants are [H-].[Na+].[O:3]=[C:4]([CH2:11][CH2:12][CH3:13])[CH2:5][C:6]([O:8][CH2:9][CH3:10])=[O:7].Cl[CH2:15][C:16]1[CH:17]=[CH:18][C:19]([C:22]2[CH:29]=[CH:28][CH:27]=[CH:26][C:23]=2[C:24]#[N:25])=[N:20][CH:21]=1.Cl. The catalyst is O1CCCC1.[I-].C([N+](CCCC)(CCCC)CCCC)CCC. The product is [C:24]([C:23]1[CH:26]=[CH:27][CH:28]=[CH:29][C:22]=1[C:19]1[N:20]=[CH:21][C:16]([CH2:15][CH:5]([C:4](=[O:3])[CH2:11][CH2:12][CH3:13])[C:6]([O:8][CH2:9][CH3:10])=[O:7])=[CH:17][CH:18]=1)#[N:25]. The yield is 0.620. (6) The reactants are [CH3:1][O:2][C:3]([C:5]1[CH:13]=[C:12]2[C:8]([C:9]([CH2:14][NH:15][C:16]3[CH:21]=[CH:20][C:19]([N:22]4[CH2:27][CH2:26][O:25][CH2:24][CH2:23]4)=[CH:18][CH:17]=3)=[CH:10][NH:11]2)=[CH:7][CH:6]=1)=[O:4].C1COCC1.[O:33](C(OC(C)(C)C)=O)[C:34]([O:36][C:37]([CH3:40])([CH3:39])[CH3:38])=O. No catalyst specified. The product is [CH3:1][O:2][C:3]([C:5]1[CH:13]=[C:12]2[C:8]([C:9]([CH2:14][N:15]([C:34]([O:36][C:37]([CH3:40])([CH3:39])[CH3:38])=[O:33])[C:16]3[CH:17]=[CH:18][C:19]([N:22]4[CH2:27][CH2:26][O:25][CH2:24][CH2:23]4)=[CH:20][CH:21]=3)=[CH:10][NH:11]2)=[CH:7][CH:6]=1)=[O:4]. The yield is 0.790. (7) The reactants are [C:1]([O:5][C:6](=[O:24])[NH:7][C@H:8]([CH:21]([CH3:23])[CH3:22])[C:9](=[O:20])/[CH:10]=[CH:11]\[C:12]1[CH:17]=[CH:16][CH:15]=[C:14]([C:18]#[N:19])[CH:13]=1)([CH3:4])([CH3:3])[CH3:2]. The catalyst is [Pd].CO. The product is [C:1]([O:5][C:6](=[O:24])[NH:7][C@H:8]([CH:21]([CH3:22])[CH3:23])[C:9](=[O:20])[CH2:10][CH2:11][C:12]1[CH:17]=[CH:16][CH:15]=[C:14]([C:18]#[N:19])[CH:13]=1)([CH3:4])([CH3:3])[CH3:2]. The yield is 0.790. (8) The catalyst is C(Cl)Cl. The yield is 0.600. The product is [Cl:1][C:2]1[CH:7]=[C:6](/[CH:8]=[CH:9]/[CH:10]([C:15]2[CH:16]=[C:17]([Cl:22])[CH:18]=[C:19]([Cl:21])[CH:20]=2)[C:11]([F:13])([F:14])[F:12])[CH:5]=[CH:4][C:3]=1[CH2:23][NH:24][C:35]([NH:34][CH2:32][CH3:33])=[O:36]. The reactants are [Cl:1][C:2]1[CH:7]=[C:6](/[CH:8]=[CH:9]/[CH:10]([C:15]2[CH:20]=[C:19]([Cl:21])[CH:18]=[C:17]([Cl:22])[CH:16]=2)[C:11]([F:14])([F:13])[F:12])[CH:5]=[CH:4][C:3]=1[CH2:23][NH2:24].CCN(CC)CC.[CH2:32]([N:34]=[C:35]=[O:36])[CH3:33]. (9) The reactants are [C:1]([O:5][C:6]([N:8]1[CH2:12][CH2:11][C@H:10]([O:13][Si:14]([C:17]([CH3:20])([CH3:19])[CH3:18])([CH3:16])[CH3:15])[C@@:9]1(C)[C:21]([O-])=[O:22])=[O:7])([CH3:4])([CH3:3])[CH3:2].[BH4-].[Li+].C(OCC)(=O)C. The catalyst is O1CCCC1. The product is [C:1]([O:5][C:6]([N:8]1[CH2:12][CH2:11][C@H:10]([O:13][Si:14]([C:17]([CH3:20])([CH3:19])[CH3:18])([CH3:16])[CH3:15])[C@H:9]1[CH2:21][OH:22])=[O:7])([CH3:4])([CH3:3])[CH3:2]. The yield is 0.960.